This data is from Full USPTO retrosynthesis dataset with 1.9M reactions from patents (1976-2016). The task is: Predict the reactants needed to synthesize the given product. The reactants are: [C:1]1([CH:7]([CH3:11])[C:8](O)=[O:9])[CH:6]=[CH:5][CH:4]=[CH:3][CH:2]=1.[NH2:12][C@H:13]([C:15]([N:17]1[C:23](=[O:24])[CH:22]([CH3:25])[C:21]2[CH:26]=[CH:27][CH:28]=[CH:29][C:20]=2[C:19]2[C:30]([NH2:34])=[CH:31][CH:32]=[CH:33][C:18]1=2)=[O:16])[CH3:14]. Given the product [C:1]1([CH:7]([CH3:11])[C:8]([NH:12][C@H:13]([C:15]([N:17]2[C:23](=[O:24])[CH:22]([CH3:25])[C:21]3[CH:26]=[CH:27][CH:28]=[CH:29][C:20]=3[C:19]3[C:30]([NH2:34])=[CH:31][CH:32]=[CH:33][C:18]2=3)=[O:16])[CH3:14])=[O:9])[CH:6]=[CH:5][CH:4]=[CH:3][CH:2]=1, predict the reactants needed to synthesize it.